Dataset: Forward reaction prediction with 1.9M reactions from USPTO patents (1976-2016). Task: Predict the product of the given reaction. Given the reactants Br[C:2]1[CH:7]=[CH:6][C:5]([N+:8]([O-:10])=[O:9])=[CH:4][C:3]=1[N:11]([CH2:15][C:16]([CH3:18])=[CH2:17])[C:12](=[O:14])[CH3:13].C([O-])=O.[Na+].C([O-])(=O)C.[Na+], predict the reaction product. The product is: [C:12]([N:11]1[C:3]2[C:2](=[CH:7][CH:6]=[C:5]([N+:8]([O-:10])=[O:9])[CH:4]=2)[C:16]([CH3:18])([CH3:17])[CH2:15]1)(=[O:14])[CH3:13].